From a dataset of Reaction yield outcomes from USPTO patents with 853,638 reactions. Predict the reaction yield, written as a fraction of the theoretical maximum amount of product (1.0 means a 100% yield; for example, 0.34 means a 34% yield). (1) The reactants are [C:1]([C:5]1[CH:13]=[CH:12][C:8]([C:9]([OH:11])=O)=[C:7]([C:14](=[O:25])C2C=CC(C(C)(C)C)=CC=2)[CH:6]=1)([CH3:4])([CH3:3])[CH3:2]. The catalyst is C(Cl)(Cl)Cl. The product is [C:1]([C:5]1[CH:13]=[CH:12][C:8]2[C:9](=[O:11])[C:8]3[C:7](=[CH:6][C:5]([C:1]([CH3:3])([CH3:2])[CH3:4])=[CH:13][CH:12]=3)[C:14](=[O:25])[C:7]=2[CH:6]=1)([CH3:4])([CH3:3])[CH3:2]. The yield is 0.690. (2) The reactants are [Cl-].O[NH3+:3].[C:4](=[O:7])([O-])[OH:5].[Na+].CS(C)=O.[F:13][C:14]1[CH:15]=[C:16]([C:47]2[C:48]([C:53]#[N:54])=[CH:49][CH:50]=[CH:51][CH:52]=2)[CH:17]=[CH:18][C:19]=1[CH2:20][C:21]1[C:22](=[O:46])[N:23]([C@H:33]2[CH2:38][CH2:37][C@H:36]([O:39][CH2:40][C:41]3([OH:45])[CH2:44][CH2:43][CH2:42]3)[CH2:35][CH2:34]2)[C:24]2[N:25]([N:30]=[CH:31][N:32]=2)[C:26]=1[CH2:27][CH2:28][CH3:29]. The catalyst is C(OCC)(=O)C. The product is [F:13][C:14]1[CH:15]=[C:16]([C:47]2[CH:52]=[CH:51][CH:50]=[CH:49][C:48]=2[C:53]2[NH:3][C:4](=[O:7])[O:5][N:54]=2)[CH:17]=[CH:18][C:19]=1[CH2:20][C:21]1[C:22](=[O:46])[N:23]([C@H:33]2[CH2:38][CH2:37][C@H:36]([O:39][CH2:40][C:41]3([OH:45])[CH2:44][CH2:43][CH2:42]3)[CH2:35][CH2:34]2)[C:24]2[N:25]([N:30]=[CH:31][N:32]=2)[C:26]=1[CH2:27][CH2:28][CH3:29]. The yield is 0.600. (3) The reactants are CC1C=CC(S(N[C@H]([C@@H](N)C2C=CC=CC=2)C2C=CC=CC=2)(=O)=O)=CC=1.[CH2:27]([O:34][C:35]([N:37]1[C:46]2[C:41](=[CH:42][CH:43]=[CH:44][CH:45]=2)[C:40](=[O:47])[CH2:39][CH2:38]1)=[O:36])[C:28]1[CH:33]=[CH:32][CH:31]=[CH:30][CH:29]=1.[OH-].[K+].Cl. The catalyst is C(O)(C)C. The product is [CH2:27]([O:34][C:35]([N:37]1[C:46]2[C:41](=[CH:42][CH:43]=[CH:44][CH:45]=2)[C@@H:40]([OH:47])[CH2:39][CH2:38]1)=[O:36])[C:28]1[CH:33]=[CH:32][CH:31]=[CH:30][CH:29]=1. The yield is 0.950. (4) The reactants are [CH3:1][O:2][C:3]1[CH:4]=[C:5]2[C:10](=[CH:11][C:12]=1[O:13][CH3:14])[C:9](=[O:15])[CH2:8][CH2:7][CH2:6]2.[BH4-].[Na+]. The catalyst is CO. The product is [CH3:1][O:2][C:3]1[CH:4]=[C:5]2[C:10](=[CH:11][C:12]=1[O:13][CH3:14])[CH:9]([OH:15])[CH2:8][CH2:7][CH2:6]2. The yield is 0.930. (5) The reactants are [C:1]1(C=O)[C:14]2[C:5](=[CH:6][C:7]3[C:12]([CH:13]=2)=[CH:11][CH:10]=[CH:9][CH:8]=3)[CH:4]=[CH:3][CH:2]=1.[NH2:17][CH2:18][CH2:19][CH2:20][CH2:21][CH2:22][OH:23].[BH4-].[Na+].[CH2:26](O)C. No catalyst specified. The product is [OH:23][CH2:22][CH2:21][CH2:20][CH2:19][CH2:18][NH:17][CH2:26][C:6]1[C:5]2[C:14]([CH:13]=[C:12]3[C:7]=1[CH:8]=[CH:9][CH:10]=[CH:11]3)=[CH:1][CH:2]=[CH:3][CH:4]=2. The yield is 0.892. (6) The reactants are CC1C=CC(S(O)(=O)=O)=CC=1.N1C=CC=CC=1.[NH2:18][C:19]1[N:20]=[CH:21][C:22]([C:34]2[N:38]([CH2:39][CH3:40])[N:37]=[C:36]([CH:41]3[CH2:46][CH2:45][N:44]([C:47](=[O:57])[CH2:48][CH2:49][O:50]C4CCCCO4)[CH2:43][CH2:42]3)[N:35]=2)=[N:23][C:24]=1[C:25]1[O:26][C:27]([C:30]([CH3:33])([CH3:32])[CH3:31])=[N:28][N:29]=1. The catalyst is CO. The product is [NH2:18][C:19]1[N:20]=[CH:21][C:22]([C:34]2[N:38]([CH2:39][CH3:40])[N:37]=[C:36]([CH:41]3[CH2:42][CH2:43][N:44]([C:47](=[O:57])[CH2:48][CH2:49][OH:50])[CH2:45][CH2:46]3)[N:35]=2)=[N:23][C:24]=1[C:25]1[O:26][C:27]([C:30]([CH3:33])([CH3:31])[CH3:32])=[N:28][N:29]=1. The yield is 0.850. (7) The yield is 0.411. The reactants are [F:1][C:2]1[N:7]=[C:6](F)[CH:5]=[C:4]([CH3:9])[N:3]=1.[Cl:10][C:11]1[N:16]=[C:15]2[S:17][C:18]([NH2:20])=[N:19][C:14]2=[CH:13][CH:12]=1.[H-].[Na+].[Cl-].[NH4+]. The product is [Cl:10][C:11]1[N:16]=[C:15]2[S:17][C:18]([NH:20][C:6]3[CH:5]=[C:4]([CH3:9])[N:3]=[C:2]([F:1])[N:7]=3)=[N:19][C:14]2=[CH:13][CH:12]=1. The catalyst is CN(C)C=O.O. (8) The reactants are [C:1]([O:5][C:6](=[O:15])[CH2:7][C:8](=[O:14])[CH2:9][CH2:10][CH2:11][CH2:12][CH3:13])([CH3:4])([CH3:3])[CH3:2]. The catalyst is CO.C1C=CC(P(C2C=CC3C(=CC=CC=3)C=2C2C3C(=CC=CC=3)C=CC=2P(C2C=CC=CC=2)C2C=CC=CC=2)C2C=CC=CC=2)=CC=1.Cl[Ru]Cl. The product is [C:1]([O:5][C:6](=[O:15])[CH2:7][C@H:8]([OH:14])[CH2:9][CH2:10][CH2:11][CH2:12][CH3:13])([CH3:3])([CH3:2])[CH3:4]. The yield is 0.890.